Dataset: Peptide-MHC class II binding affinity with 134,281 pairs from IEDB. Task: Regression. Given a peptide amino acid sequence and an MHC pseudo amino acid sequence, predict their binding affinity value. This is MHC class II binding data. (1) The peptide sequence is FHMSSAMVSRAAGTI. The MHC is H-2-IAd with pseudo-sequence H-2-IAd. The binding affinity (normalized) is 0.739. (2) The peptide sequence is TVTVFKIPKKASEGA. The MHC is HLA-DQA10104-DQB10503 with pseudo-sequence HLA-DQA10104-DQB10503. The binding affinity (normalized) is 0.211. (3) The peptide sequence is AMRDMAGRFEVHAQT. The MHC is HLA-DQA10102-DQB10602 with pseudo-sequence HLA-DQA10102-DQB10602. The binding affinity (normalized) is 0.468. (4) The peptide sequence is EKDIEIIPIQEEEY. The MHC is HLA-DQA10401-DQB10402 with pseudo-sequence HLA-DQA10401-DQB10402. The binding affinity (normalized) is 0.810. (5) The peptide sequence is GYKVQTNGPWMQVPL. The MHC is HLA-DQA10501-DQB10402 with pseudo-sequence HLA-DQA10501-DQB10402. The binding affinity (normalized) is 0.467. (6) The peptide sequence is KKSALTLKGTSYKICTD. The MHC is HLA-DQA10103-DQB10603 with pseudo-sequence HLA-DQA10103-DQB10603. The binding affinity (normalized) is 0. (7) The peptide sequence is VSSAVPTSWVPQGRT. The MHC is HLA-DQA10601-DQB10402 with pseudo-sequence HLA-DQA10601-DQB10402. The binding affinity (normalized) is 0.496. (8) The peptide sequence is NRNNTFKPFAEYKSDYVYQPFPK. The MHC is HLA-DQA10102-DQB10602 with pseudo-sequence HLA-DQA10102-DQB10602. The binding affinity (normalized) is 0.0658.